From a dataset of Full USPTO retrosynthesis dataset with 1.9M reactions from patents (1976-2016). Predict the reactants needed to synthesize the given product. (1) Given the product [C:40]1([C:49]2[C:23]3[CH:22]=[CH:21][C:20]([N:24]=3)=[C:8]([C:7]3[CH:10]=[CH:11][CH:12]=[C:5]([CH2:4][S:1][C:2]#[N:3])[CH:6]=3)[C:28]3[NH:29][C:25]([C:19]([C:16]4[CH:17]=[CH:18][CH:13]=[CH:14][CH:15]=4)=[C:20]4[N:24]=[C:23]([C:15]([C:36]5[CH:35]=[CH:16][CH:19]=[CH:25][CH:26]=5)=[C:14]5[NH:30][C:17]=2[CH:18]=[CH:13]5)[CH:22]=[CH:21]4)=[CH:26][CH:27]=3)[CH:39]=[CH:45][CH:44]=[CH:43][CH:41]=1, predict the reactants needed to synthesize it. The reactants are: [S:1]([CH2:4][C:5]1[CH:6]=[C:7]([CH:10]=[CH:11][CH:12]=1)[CH:8]=O)[C:2]#[N:3].[CH:13]1[CH:18]=[CH:17][C:16]([CH:19]([C:25]2[NH:29][CH:28]=[CH:27][CH:26]=2)[C:20]2[NH:24][CH:23]=[CH:22][CH:21]=2)=[CH:15][CH:14]=1.[NH4+:30].[Cl-].O([CH2:35][CH3:36])CC.C([C:39]1[C:45](=O)[C:44](Cl)=[C:43](Cl)[C:41](=O)[C:40]=1[C:49]#N)#N. (2) Given the product [Cl:1][C:20]1[C:19]2[C:23](=[CH:24][CH:25]=[C:17]([NH:16][C:14]([O:13][C:10]([CH3:9])([CH3:11])[CH3:12])=[O:15])[CH:18]=2)[NH:22][C:21]=1[C:26]([O:28][CH2:29][CH3:30])=[O:27], predict the reactants needed to synthesize it. The reactants are: [Cl:1]N1C(=O)CCC1=O.[CH3:9][C:10]([O:13][C:14]([NH:16][C:17]1[CH:18]=[C:19]2[C:23](=[CH:24][CH:25]=1)[NH:22][C:21]([C:26]([O:28][CH2:29][CH3:30])=[O:27])=[CH:20]2)=[O:15])([CH3:12])[CH3:11].CO. (3) The reactants are: [F:1][C:2]([F:33])([F:32])[C:3]1[CH:4]=[C:5]([C@H:13]([O:15][C@H:16]2[O:24][CH2:23][C@@H:19]3[CH2:20][NH:21][CH2:22][C@H:18]3[C@@H:17]2[C:25]2[CH:30]=[CH:29][CH:28]=[CH:27][C:26]=2[CH3:31])[CH3:14])[CH:6]=[C:7]([C:9]([F:12])([F:11])[F:10])[CH:8]=1.[O:34]1[CH2:39][CH2:38][CH:37]([C:40](O)=[O:41])[CH2:36][CH2:35]1. Given the product [F:33][C:2]([F:1])([F:32])[C:3]1[CH:4]=[C:5]([C@H:13]([O:15][C@H:16]2[O:24][CH2:23][C@@H:19]3[CH2:20][N:21]([C:40]([CH:37]4[CH2:38][CH2:39][O:34][CH2:35][CH2:36]4)=[O:41])[CH2:22][C@H:18]3[C@@H:17]2[C:25]2[CH:30]=[CH:29][CH:28]=[CH:27][C:26]=2[CH3:31])[CH3:14])[CH:6]=[C:7]([C:9]([F:10])([F:11])[F:12])[CH:8]=1, predict the reactants needed to synthesize it. (4) The reactants are: Br[C:2]1[CH:3]=[N:4][N:5]([CH:16]2[CH2:21][CH2:20][CH2:19][CH2:18][O:17]2)[C:6]=1[C:7]1[CH:14]=[CH:13][C:10]([C:11]#[N:12])=[C:9]([Cl:15])[CH:8]=1.[Cu][C:23]#[N:24]. Given the product [Cl:15][C:9]1[CH:8]=[C:7]([C:6]2[N:5]([CH:16]3[CH2:21][CH2:20][CH2:19][CH2:18][O:17]3)[N:4]=[CH:3][C:2]=2[C:23]#[N:24])[CH:14]=[CH:13][C:10]=1[C:11]#[N:12], predict the reactants needed to synthesize it.